This data is from Reaction yield outcomes from USPTO patents with 853,638 reactions. The task is: Predict the reaction yield, written as a fraction of the theoretical maximum amount of product (1.0 means a 100% yield; for example, 0.34 means a 34% yield). (1) The reactants are [Br:1]N1C(=O)CCC1=O.[OH:9][CH:10]1[CH2:19][C:18]2[C:13](=[CH:14][CH:15]=[CH:16][CH:17]=2)[NH:12][C:11]1=[O:20].C(=O)(O)[O-].[Na+]. The catalyst is CN(C)C=O. The product is [Br:1][C:16]1[CH:17]=[C:18]2[C:13](=[CH:14][CH:15]=1)[NH:12][C:11](=[O:20])[CH:10]([OH:9])[CH2:19]2. The yield is 0.980. (2) The reactants are [NH2:1][C:2]1[CH:7]=[C:6]([O:8][CH2:9][C:10]2[CH:15]=[CH:14][CH:13]=[C:12]([O:16][CH3:17])[CH:11]=2)[CH:5]=[CH:4][C:3]=1[S:18][C:19]1[CH:24]=[CH:23][C:22]([OH:25])=[CH:21][CH:20]=1.C([C:28]1[C:29]([N:35]=[CH:36][N:37]([CH3:39])C)=[N:30][C:31]([CH3:34])=[CH:32][CH:33]=1)#N.NC1C=C(OCC2C=CC(OC)=CC=2)C=CC=1SC1C=CC(O)=CC=1. No catalyst specified. The product is [CH3:17][O:16][C:12]1[CH:11]=[C:10]([CH:15]=[CH:14][CH:13]=1)[CH2:9][O:8][C:6]1[CH:5]=[CH:4][C:3]([S:18][C:19]2[CH:20]=[CH:21][C:22]([OH:25])=[CH:23][CH:24]=2)=[C:2]([NH:1][C:39]2[C:28]3[CH:33]=[CH:32][C:31]([CH3:34])=[N:30][C:29]=3[N:35]=[CH:36][N:37]=2)[CH:7]=1. The yield is 0.260.